From a dataset of Full USPTO retrosynthesis dataset with 1.9M reactions from patents (1976-2016). Predict the reactants needed to synthesize the given product. (1) Given the product [F:16][C:15]([F:18])([F:17])[C:67]([OH:68])=[O:34].[Cl:1][C:2]1[CH:3]=[C:4]([NH:19][C:20]2[C:30]3[CH:29]=[C:28]([C:31]([N:62]4[CH2:63][CH2:64][CH:60]([S:57]([CH3:56])(=[O:59])=[O:58])[CH2:61]4)=[O:32])[CH2:27][CH2:26][NH:25][C:24]=3[N:23]=[CH:22][N:21]=2)[CH:5]=[CH:6][C:7]=1[O:8][C:9]1[CH:14]=[CH:13][CH:12]=[C:11]([C:15]([F:17])([F:16])[F:18])[CH:10]=1, predict the reactants needed to synthesize it. The reactants are: [Cl:1][C:2]1[CH:3]=[C:4]([NH:19][C:20]2[C:30]3[CH:29]=[C:28]([C:31](O)=[O:32])[CH2:27][CH2:26][NH:25][C:24]=3[N:23]=[CH:22][N:21]=2)[CH:5]=[CH:6][C:7]=1[O:8][C:9]1[CH:14]=[CH:13][CH:12]=[C:11]([C:15]([F:18])([F:17])[F:16])[CH:10]=1.[OH:34]N1C2C=CC=CC=2N=N1.Cl.C(N=C=NCCCN(C)C)C.[CH3:56][S:57]([CH:60]1[CH2:64][CH2:63][NH:62][CH2:61]1)(=[O:59])=[O:58].CN(C)[CH:67]=[O:68]. (2) Given the product [CH2:1]([CH:4]1[C:11]2[CH:10]=[C:9]([C:12]([OH:14])=[O:13])[NH:8][C:7]=2[CH2:6][CH2:5]1)[CH2:2][CH3:3], predict the reactants needed to synthesize it. The reactants are: [CH2:1]([CH:4]1[C:11]2[CH:10]=[C:9]([C:12]([O:14]C)=[O:13])[NH:8][C:7]=2[CH2:6][CH2:5]1)[CH2:2][CH3:3].O.[OH-].[Li+].